Task: Binary Classification. Given a drug SMILES string, predict its activity (active/inactive) in a high-throughput screening assay against a specified biological target.. Dataset: HIV replication inhibition screening data with 41,000+ compounds from the AIDS Antiviral Screen (1) The result is 0 (inactive). The drug is C[Si](C)(C)C1([Se]c2ccccc2)CCC1C(=O)c1ccccc1. (2) The drug is CCC(C)C(NC(=O)C(CCC(N)=O)NC(=O)C1CCCN1)C(=O)NC(C(=O)NC(CC(C)C)C(=O)NC(Cc1c[nH]c2ccccc12)C(=O)NCC(CCC(N)=O)C(=O)NC(CCCNC(=N)N)C(=O)N1CCCC1C(=O)NC(CC(C)C)C(=O)O)C(C)O. The result is 0 (inactive).